Dataset: Catalyst prediction with 721,799 reactions and 888 catalyst types from USPTO. Task: Predict which catalyst facilitates the given reaction. (1) Reactant: [Cl:1][C:2]1[CH:3]=[C:4]2[C:8](=[CH:9][CH:10]=1)[N:7]([C@H:11]1[CH2:15][CH2:14][N:13]([C:16]3[CH:21]=[CH:20][C:19]([S:22]([NH:25][C:26]4[S:27][CH:28]=[CH:29][N:30]=4)(=[O:24])=[O:23])=[CH:18][CH:17]=3)[C:12]1=[O:31])[CH2:6][CH2:5]2. Product: [Cl:1][C:2]1[CH:3]=[C:4]2[C:8](=[CH:9][CH:10]=1)[N:7]([C@H:11]1[CH2:15][CH2:14][N:13]([C:16]3[CH:21]=[CH:20][C:19]([S:22]([NH:25][C:26]4[S:27][CH:28]=[CH:29][N:30]=4)(=[O:23])=[O:24])=[CH:18][CH:17]=3)[C:12]1=[O:31])[CH:6]=[CH:5]2. The catalyst class is: 177. (2) Reactant: [F:1][C:2]([F:12])([F:11])[CH2:3][NH:4][C:5]1[CH:10]=[CH:9][CH:8]=[CH:7][CH:6]=1.[OH-].[Na+].[Cl:15][C:16]1[N:21]=[CH:20][N:19]=[C:18]([C:22](Cl)=[O:23])[CH:17]=1.C(=O)([O-])O.[Na+]. Product: [Cl:15][C:16]1[N:21]=[CH:20][N:19]=[C:18]([C:22]([N:4]([C:5]2[CH:10]=[CH:9][CH:8]=[CH:7][CH:6]=2)[CH2:3][C:2]([F:11])([F:12])[F:1])=[O:23])[CH:17]=1. The catalyst class is: 429.